From a dataset of Reaction yield outcomes from USPTO patents with 853,638 reactions. Predict the reaction yield, written as a fraction of the theoretical maximum amount of product (1.0 means a 100% yield; for example, 0.34 means a 34% yield). (1) The reactants are [I:1][C:2]1[C:6]([CH:7]=O)=[CH:5][N:4]([CH:9]2[CH2:14][CH2:13][CH2:12][CH2:11][O:10]2)[N:3]=1.[CH3:15][N:16]([CH2:24][CH2:25][NH:26][CH3:27])[C:17](=[O:23])[O:18][C:19]([CH3:22])([CH3:21])[CH3:20].[BH-](OC(C)=O)(OC(C)=O)OC(C)=O.[Na+]. The catalyst is ClC(Cl)C.ClCCl. The product is [I:1][C:2]1[C:6]([CH2:7][N:26]([CH3:27])[CH2:25][CH2:24][N:16]([CH3:15])[C:17](=[O:23])[O:18][C:19]([CH3:20])([CH3:21])[CH3:22])=[CH:5][N:4]([CH:9]2[CH2:14][CH2:13][CH2:12][CH2:11][O:10]2)[N:3]=1. The yield is 0.920. (2) The reactants are [CH3:1][N:2]([CH2:4][C:5]1[CH:10]=[CH:9][C:8]([CH:11]2[CH:20]([C:21]3[CH:26]=[CH:25][C:24]([CH2:27][N:28]([CH3:30])[CH3:29])=[CH:23][CH:22]=3)[C:19](=O)[C:18]3[C:17]([C:32](OCC)=[O:33])=[CH:16][C:15]([F:37])=[CH:14][C:13]=3[NH:12]2)=[CH:7][CH:6]=1)[CH3:3].O.[NH2:39][NH2:40]. The catalyst is CO. The product is [CH3:1][N:2]([CH2:4][C:5]1[CH:10]=[CH:9][C:8]([CH:11]2[NH:12][C:13]3[C:18]4[C:19](=[N:39][NH:40][C:32](=[O:33])[C:17]=4[CH:16]=[C:15]([F:37])[CH:14]=3)[CH:20]2[C:21]2[CH:26]=[CH:25][C:24]([CH2:27][N:28]([CH3:30])[CH3:29])=[CH:23][CH:22]=2)=[CH:7][CH:6]=1)[CH3:3]. The yield is 0.200. (3) The reactants are [OH:1][C@H:2]1[C@H:7]([CH2:8][OH:9])[CH2:6][CH2:5][NH:4][CH2:3]1.[C:10](O[C:10]([O:12][C:13]([CH3:16])([CH3:15])[CH3:14])=[O:11])([O:12][C:13]([CH3:16])([CH3:15])[CH3:14])=[O:11]. The catalyst is C(Cl)Cl. The product is [OH:1][C@H:2]1[C@H:7]([CH2:8][OH:9])[CH2:6][CH2:5][N:4]([C:10]([O:12][C:13]([CH3:16])([CH3:15])[CH3:14])=[O:11])[CH2:3]1. The yield is 0.688. (4) The reactants are [C:1]([O:5][C:6](=[O:34])[CH2:7][CH:8]([NH:23]C(OCC1C=CC=CC=1)=O)[CH:9]([OH:22])[CH2:10][O:11][C:12]1[C:17]([F:18])=[C:16]([F:19])[CH:15]=[C:14]([F:20])[C:13]=1[F:21])([CH3:4])([CH3:3])[CH3:2]. The catalyst is CO.[Pd]. The product is [C:1]([O:5][C:6](=[O:34])[CH2:7][C@H:8]([NH2:23])[CH:9]([OH:22])[CH2:10][O:11][C:12]1[C:13]([F:21])=[C:14]([F:20])[CH:15]=[C:16]([F:19])[C:17]=1[F:18])([CH3:4])([CH3:2])[CH3:3]. The yield is 0.900. (5) The reactants are [CH:1]([C@H:4]1[CH2:8][O:7][C:6](=[O:9])[N:5]1[C:10](=[O:15])/[C:11](/[CH3:14])=[CH:12]/[CH3:13])([CH3:3])[CH3:2].[O:16]1[CH2:20]CN[C:17]1=O.C[Si]([N-][Si](C)(C)C)(C)C.[Na+].COCCl.[Cl-].[NH4+]. The catalyst is C1(C)C=CC=CC=1. The product is [CH:1]([C@H:4]1[CH2:8][O:7][C:6](=[O:9])[N:5]1[C:10](=[O:15])[C@@:11]([CH2:17][O:16][CH3:20])([CH3:14])[CH:12]=[CH2:13])([CH3:3])[CH3:2]. The yield is 0.480.